From a dataset of Forward reaction prediction with 1.9M reactions from USPTO patents (1976-2016). Predict the product of the given reaction. (1) The product is: [CH3:1][O:2][C:3]1[CH:8]=[C:7]([O:9][CH3:10])[CH:6]=[CH:5][C:4]=1[CH2:11][N:12]1[C:17](=[O:18])[CH:16]2[C:14]([C:22]3[CH:27]=[CH:26][C:25]([Cl:28])=[C:24]([Cl:29])[CH:23]=3)([CH:15]2[C:19]([OH:21])=[O:20])[C:13]1=[O:30]. Given the reactants [CH3:1][O:2][C:3]1[CH:8]=[C:7]([O:9][CH3:10])[CH:6]=[CH:5][C:4]=1[CH2:11][N:12]1[C:17](=[O:18])[CH:16]2[C:14]([C:22]3[CH:27]=[CH:26][C:25]([Cl:28])=[C:24]([Cl:29])[CH:23]=3)([CH:15]2[C:19]([O-:21])=[O:20])[C:13]1=[O:30], predict the reaction product. (2) Given the reactants [Cl:1][C:2]1[N:10]=[C:9]([Cl:11])[CH:8]=[C:7]([CH3:12])[C:3]=1[C:4](O)=[O:5].C([O-])(O)=O.[Na+], predict the reaction product. The product is: [Cl:1][C:2]1[C:3]([CH2:4][OH:5])=[C:7]([CH3:12])[CH:8]=[C:9]([Cl:11])[N:10]=1. (3) Given the reactants C([O:5][C:6]([C:8]1[C:13]([O:14][CH2:15][C:16]2[CH:21]=[CH:20][CH:19]=[CH:18][CH:17]=2)=[C:12]([OH:22])[N:11]=[C:10]([CH2:23][C:24]2([C:29]3[CH:34]=[CH:33][CH:32]=[CH:31][CH:30]=3)[CH2:28][CH2:27][CH2:26][CH2:25]2)[N:9]=1)=[O:7])(C)(C)C, predict the reaction product. The product is: [CH2:15]([O:14][C:13]1[C:8]([C:6]([OH:7])=[O:5])=[N:9][C:10]([CH2:23][C:24]2([C:29]3[CH:34]=[CH:33][CH:32]=[CH:31][CH:30]=3)[CH2:25][CH2:26][CH2:27][CH2:28]2)=[N:11][C:12]=1[OH:22])[C:16]1[CH:21]=[CH:20][CH:19]=[CH:18][CH:17]=1. (4) Given the reactants [NH2:1][C:2]1[C:11]2[C:6](=[CH:7][CH:8]=[CH:9][CH:10]=2)[CH:5]=[CH:4][C:3]=1[CH:12]=O.[OH-].[K+].O1CCO[CH2:18][CH2:17]1, predict the reaction product. The product is: [N:1]1[C:2]2[C:3](=[CH:4][CH:5]=[C:6]3[CH:7]=[CH:8][CH:9]=[CH:10][C:11]3=2)[CH:12]=[CH:18][CH:17]=1. (5) Given the reactants [NH2:1][CH2:2][CH2:3][CH2:4][N:5]1[CH2:10][CH2:9][CH:8]([C:11]2[CH:12]=[C:13]([NH:17][C:18](=[O:20])[CH3:19])[CH:14]=[CH:15][CH:16]=2)[CH2:7][CH2:6]1.Cl[C:22]1[N:26]([CH2:27][C:28]2[CH:33]=[CH:32][C:31]([Cl:34])=[CH:30][CH:29]=2)[C:25]2[CH:35]=[CH:36][CH:37]=[CH:38][C:24]=2[N:23]=1, predict the reaction product. The product is: [Cl:34][C:31]1[CH:32]=[CH:33][C:28]([CH2:27][N:26]2[C:25]3[CH:35]=[CH:36][CH:37]=[CH:38][C:24]=3[N:23]=[C:22]2[NH:1][CH2:2][CH2:3][CH2:4][N:5]2[CH2:10][CH2:9][CH:8]([C:11]3[CH:12]=[C:13]([NH:17][C:18](=[O:20])[CH3:19])[CH:14]=[CH:15][CH:16]=3)[CH2:7][CH2:6]2)=[CH:29][CH:30]=1. (6) Given the reactants [N+:1]([C:4]1[CH:5]=[C:6]2[C:11](=[CH:12][CH:13]=1)[N:10]=[C:9]([CH2:14][N:15]1[CH2:20][CH2:19][CH:18]([C:21]3[CH:26]=[CH:25][CH:24]=[CH:23][CH:22]=3)[CH2:17][CH2:16]1)[CH:8]=[CH:7]2)([O-])=O, predict the reaction product. The product is: [C:21]1([CH:18]2[CH2:17][CH2:16][N:15]([CH2:14][C:9]3[CH:8]=[CH:7][C:6]4[C:11](=[CH:12][CH:13]=[C:4]([NH2:1])[CH:5]=4)[N:10]=3)[CH2:20][CH2:19]2)[CH:22]=[CH:23][CH:24]=[CH:25][CH:26]=1.